Dataset: CYP3A4 inhibition data for predicting drug metabolism from PubChem BioAssay. Task: Regression/Classification. Given a drug SMILES string, predict its absorption, distribution, metabolism, or excretion properties. Task type varies by dataset: regression for continuous measurements (e.g., permeability, clearance, half-life) or binary classification for categorical outcomes (e.g., BBB penetration, CYP inhibition). Dataset: cyp3a4_veith. (1) The molecule is O=C(O)C1=C/C(=C(/c2ccccc2)c2cc(C(=O)O)c(O)c3ccccc23)c2ccccc2C1=O.[Na]. The result is 0 (non-inhibitor). (2) The drug is COc1ccc(C(=O)NC(=S)Nc2cccc(Cl)c2N2CCOCC2)cc1[N+](=O)[O-]. The result is 1 (inhibitor). (3) The molecule is COC(=O)[C@@]1(Cc2ccccc2)[C@H]2c3cc(C(=O)N(C)C)n(Cc4ccccc4)c3C[C@H]2CN1C(=O)c1ccccc1. The result is 1 (inhibitor). (4) The drug is COc1ccc(CNc2cc(-c3cccc(NS(C)(=O)=O)c3)ncn2)c(OC)c1. The result is 1 (inhibitor). (5) The drug is CN(C)c1nc(-c2cccnc2)nc2ccccc12. The result is 1 (inhibitor). (6) The drug is COCC(=O)N1CCC[C@@]2(CCN(c3ccccn3)C2)C1. The result is 0 (non-inhibitor). (7) The molecule is CCNC(=O)[C@H]1O[C@H](n2cnc3c(N)nc(NCCc4ccc(CCC(=O)O)cc4)nc32)[C@@H](O)[C@@H]1O. The result is 0 (non-inhibitor).